From a dataset of Reaction yield outcomes from USPTO patents with 853,638 reactions. Predict the reaction yield, written as a fraction of the theoretical maximum amount of product (1.0 means a 100% yield; for example, 0.34 means a 34% yield). (1) The reactants are Cl[C:2]1[C:11]2[C:6](=[CH:7][CH:8]=[C:9]([N:12]3[CH2:17][CH2:16][NH:15][C:14](=[O:18])[CH2:13]3)[CH:10]=2)[CH:5]=[N:4][CH:3]=1.[CH3:19][N:20]1[CH:24]=[C:23]([C:25]2[CH:30]=[CH:29][C:28](B3OC(C)(C)C(C)(C)O3)=[CH:27][CH:26]=2)[CH:22]=[N:21]1.C(=O)([O-])[O-].[Na+].[Na+].O. The catalyst is C(#N)C. The product is [CH3:19][N:20]1[CH:24]=[C:23]([C:25]2[CH:26]=[CH:27][C:28]([C:2]3[C:11]4[C:6](=[CH:7][CH:8]=[C:9]([N:12]5[CH2:17][CH2:16][NH:15][C:14](=[O:18])[CH2:13]5)[CH:10]=4)[CH:5]=[N:4][CH:3]=3)=[CH:29][CH:30]=2)[CH:22]=[N:21]1. The yield is 0.110. (2) The reactants are C1(C)C=CC(S([O-])(=O)=O)=CC=1.[NH+]1C=CC=CC=1.[F:18][C:19]1[C:20]([C:33]2[S:37][C:36]3[C:38]([C:42]4[C:47]([O:48][CH2:49][CH2:50][O:51]C5CCCCO5)=[CH:46][N:45]=[C:44]([F:58])[CH:43]=4)=[CH:39][CH:40]=[CH:41][C:35]=3[CH:34]=2)=[N:21][C:22]([NH:25][CH2:26][CH2:27][N:28]2[CH:32]=[CH:31][N:30]=[N:29]2)=[N:23][CH:24]=1. The catalyst is C(O)C. The product is [N:28]1([CH2:27][CH2:26][NH:25][C:22]2[N:21]=[C:20]([C:33]3[S:37][C:36]4[C:38]([C:42]5[CH:43]=[C:44]([F:58])[N:45]=[CH:46][C:47]=5[O:48][CH2:49][CH2:50][OH:51])=[CH:39][CH:40]=[CH:41][C:35]=4[CH:34]=3)[C:19]([F:18])=[CH:24][N:23]=2)[CH:32]=[CH:31][N:30]=[N:29]1. The yield is 0.880. (3) The reactants are [F:1][C:2]1[CH:12]=[CH:11][C:5]([CH2:6][P:7](Cl)(Cl)=[O:8])=[CH:4][CH:3]=1.[CH:13]([Mg]Br)=[CH2:14].[Cl-].[NH4+].[CH2:19]1COC[CH2:20]1. No catalyst specified. The product is [F:1][C:2]1[CH:12]=[CH:11][C:5]([CH2:6][P:7](=[O:8])([CH:13]=[CH2:14])[CH:19]=[CH2:20])=[CH:4][CH:3]=1. The yield is 0.840. (4) The reactants are [CH3:1][N:2](C(ON1N=NC2C=CC=NC1=2)=[N+](C)C)C.F[P-](F)(F)(F)(F)F.[Br:25][C:26]1[C:44]([O:45][CH:46]([CH3:48])[CH3:47])=[CH:43][C:29]2[C:30]([C:40](O)=[O:41])=[C:31]([C:33]3[CH:38]=[CH:37][C:36]([F:39])=[CH:35][CH:34]=3)[O:32][C:28]=2[CH:27]=1.Cl.CN.C(N(CC)C(C)C)(C)C. The catalyst is CN(C=O)C. The product is [Br:25][C:26]1[C:44]([O:45][CH:46]([CH3:48])[CH3:47])=[CH:43][C:29]2[C:30]([C:40]([NH:2][CH3:1])=[O:41])=[C:31]([C:33]3[CH:38]=[CH:37][C:36]([F:39])=[CH:35][CH:34]=3)[O:32][C:28]=2[CH:27]=1. The yield is 0.980. (5) The reactants are C[O:2][C:3]1[CH:8]=[CH:7][C:6]([N:9]2[CH:13]=[C:12]([C:14]#[N:15])[CH:11]=[N:10]2)=[CH:5][CH:4]=1.B(Br)(Br)Br. The catalyst is ClCCl. The product is [OH:2][C:3]1[CH:4]=[CH:5][C:6]([N:9]2[CH:13]=[C:12]([C:14]#[N:15])[CH:11]=[N:10]2)=[CH:7][CH:8]=1. The yield is 0.430. (6) The catalyst is C1COCC1.CO.O.O. The product is [O:13]=[C:8]1[CH2:7][CH:6]2[CH2:12][CH2:11][CH:9]1[CH2:10][CH:5]2[C:3]([OH:4])=[O:2]. The reactants are C[O:2][C:3]([CH:5]1[CH2:10][CH:9]2[CH2:11][CH2:12][CH:6]1[CH2:7][C:8]2=[O:13])=[O:4].O.[OH-].[Li+]. The yield is 0.870. (7) The reactants are [I:1][C:2]1[C:3]([S:11][C:12]2[N:20]=[C:19]3[C:15]([N:16]=[CH:17][NH:18]3)=[C:14](N)[N:13]=2)=[CH:4][C:5]2[O:9][CH2:8][O:7][C:6]=2[CH:10]=1.[C:22]([NH:26][S:27]([CH2:30][CH2:31]Cl)(=[O:29])=[O:28])([CH3:25])([CH3:24])[CH3:23].C([O-])([O-])=O.[Cs+].[Cs+].C[N:40](C=O)C. No catalyst specified. The product is [NH2:40][C:15]1[N:16]=[CH:17][N:18]=[C:19]2[C:14]=1[N:13]=[C:12]([S:11][C:3]1[C:2]([I:1])=[CH:10][C:6]3[O:7][CH2:8][O:9][C:5]=3[CH:4]=1)[N:20]2[CH2:31][CH2:30][S:27]([NH:26][C:22]([CH3:25])([CH3:24])[CH3:23])(=[O:29])=[O:28]. The yield is 0.130.